From a dataset of Forward reaction prediction with 1.9M reactions from USPTO patents (1976-2016). Predict the product of the given reaction. (1) The product is: [C:1]([C:3]1[C:4]([C:18]2[CH:19]=[CH:20][C:21]([OH:24])=[CH:22][CH:23]=2)=[C:5]([C:13]([O:15][CH2:16][CH3:17])=[O:14])[N:6]([CH3:12])[C:7]=1[C:8]([F:11])([F:9])[F:10])#[N:2]. Given the reactants [C:1]([C:3]1[C:4]([C:18]2[CH:23]=[CH:22][C:21]([O:24]CC3C=CC=CC=3)=[CH:20][CH:19]=2)=[C:5]([C:13]([O:15][CH2:16][CH3:17])=[O:14])[N:6]([CH3:12])[C:7]=1[C:8]([F:11])([F:10])[F:9])#[N:2].[H][H], predict the reaction product. (2) Given the reactants [CH3:1][S:2]([C:30]1[CH:35]=[CH:34][C:33]([CH2:36][CH2:37][C:38](O)=[O:39])=[CH:32][CH:31]=1)(=[N:4][C:5]([C:7]1[CH:8]=[N:9][CH:10]=[C:11]([C:13]#[C:14][C:15]2[CH:20]=[CH:19][CH:18]=[C:17]([NH:21][C:22]([C:24]3[O:25][CH:26]=[CH:27][C:28]=3[CH3:29])=[O:23])[CH:16]=2)[CH:12]=1)=[O:6])=[O:3].F[P-](F)(F)(F)(F)F.N1(O[P+](N(C)C)(N(C)C)N(C)C)C2C=CC=CC=2N=N1.[NH:68]1[CH2:73][CH2:72][O:71][CH2:70][CH2:69]1, predict the reaction product. The product is: [CH3:29][C:28]1[CH:27]=[CH:26][O:25][C:24]=1[C:22]([NH:21][C:17]1[CH:16]=[C:15]([C:14]#[C:13][C:11]2[CH:10]=[N:9][CH:8]=[C:7]([CH:12]=2)[C:5]([N:4]=[S:2]([CH3:1])([C:30]2[CH:31]=[CH:32][C:33]([CH2:36][CH2:37][C:38]([N:68]3[CH2:73][CH2:72][O:71][CH2:70][CH2:69]3)=[O:39])=[CH:34][CH:35]=2)=[O:3])=[O:6])[CH:20]=[CH:19][CH:18]=1)=[O:23]. (3) Given the reactants N[C:2]1[C:3]2[C@H:51]3[CH2:52][C@H:50]3[C:49]([F:54])([F:53])[C:4]=2[N:5]([CH2:7][C:8]([NH:10][C@H:11]([C:21]2[C:26]([C:27]3[CH:28]=[CH:29][C:30]([Cl:42])=[C:31]4[C:35]=3[N:34]([CH3:36])[N:33]=[C:32]4[NH:37][S:38]([CH3:41])(=[O:40])=[O:39])=[CH:25][CH:24]=[C:23]([C:43]#[C:44][C:45]([OH:48])([CH3:47])[CH3:46])[N:22]=2)[CH2:12][C:13]2[CH:18]=[C:17]([F:19])[CH:16]=[C:15]([F:20])[CH:14]=2)=[O:9])[N:6]=1.N([O-])=O.[Na+].[I-:59].[K+].C([O-])(O)=O.[Na+], predict the reaction product. The product is: [Cl:42][C:30]1[CH:29]=[CH:28][C:27]([C:26]2[C:21]([C@@H:11]([NH:10][C:8](=[O:9])[CH2:7][N:5]3[C:4]4[C:49]([F:53])([F:54])[C@@H:50]5[CH2:52][C@@H:51]5[C:3]=4[C:2]([I:59])=[N:6]3)[CH2:12][C:13]3[CH:18]=[C:17]([F:19])[CH:16]=[C:15]([F:20])[CH:14]=3)=[N:22][C:23]([C:43]#[C:44][C:45]([OH:48])([CH3:46])[CH3:47])=[CH:24][CH:25]=2)=[C:35]2[C:31]=1[C:32]([NH:37][S:38]([CH3:41])(=[O:40])=[O:39])=[N:33][N:34]2[CH3:36]. (4) Given the reactants C(OP([C:11]([P:16](=[O:25])([O:21][CH:22]([CH3:24])C)[O:17][CH:18]([CH3:20])C)([OH:15])[CH2:12][CH:13]=[CH2:14])(=O)OC(C)C)(C)C.[C:26]([O:29][CH2:30][CH3:31])(=[O:28])C, predict the reaction product. The product is: [CH2:22]([O:21][P:16]([C:11]([OH:15])([CH2:12][C:13](=[CH2:14])[C:26]([O:29][CH2:30][CH3:31])=[O:28])[C:26]([O:29][CH2:30][CH3:31])=[O:28])([O:17][CH2:18][CH3:20])=[O:25])[CH3:24]. (5) Given the reactants CO.C([O:10][C:11]1[C:20]2[C:15](=[CH:16][CH:17]=[CH:18][CH:19]=2)[N:14]([CH2:21][CH2:22][N:23]2[CH2:28][CH2:27][CH:26]([N:29]([CH2:37][C:38]3[CH:47]=[CH:46][C:41]4[O:42][CH2:43][CH2:44][O:45][C:40]=4[CH:39]=3)[C:30](=[O:36])[O:31][C:32]([CH3:35])([CH3:34])[CH3:33])[CH2:25][CH2:24]2)[C:13](=[O:48])[CH:12]=1)C1C=CC=CC=1, predict the reaction product. The product is: [O:42]1[C:41]2[CH:46]=[CH:47][C:38]([CH2:37][N:29]([CH:26]3[CH2:27][CH2:28][N:23]([CH2:22][CH2:21][N:14]4[C:15]5[C:20](=[CH:19][CH:18]=[CH:17][CH:16]=5)[C:11]([OH:10])=[CH:12][C:13]4=[O:48])[CH2:24][CH2:25]3)[C:30](=[O:36])[O:31][C:32]([CH3:35])([CH3:34])[CH3:33])=[CH:39][C:40]=2[O:45][CH2:44][CH2:43]1.